Predict the product of the given reaction. From a dataset of Forward reaction prediction with 1.9M reactions from USPTO patents (1976-2016). Given the reactants [Br:1][C:2]1[CH:3]=[C:4]([OH:8])[CH:5]=[CH:6][CH:7]=1.C([Mg]Cl)(C)C.[F:14][C:15]([F:34])([F:33])[C:16]1[O:20][C:19]([CH2:21][N:22]2[C:30]3[C:25](=[CH:26][CH:27]=[CH:28][CH:29]=3)[C:24](=[O:31])[C:23]2=[O:32])=[CH:18][CH:17]=1, predict the reaction product. The product is: [Br:1][C:2]1[CH:7]=[CH:6][C:5]([C:24]2([OH:31])[C:25]3[C:30](=[CH:29][CH:28]=[CH:27][CH:26]=3)[N:22]([CH2:21][C:19]3[O:20][C:16]([C:15]([F:34])([F:33])[F:14])=[CH:17][CH:18]=3)[C:23]2=[O:32])=[C:4]([OH:8])[CH:3]=1.